This data is from Full USPTO retrosynthesis dataset with 1.9M reactions from patents (1976-2016). The task is: Predict the reactants needed to synthesize the given product. (1) Given the product [I:1][C:2]1[C:6]2=[N:7][CH:8]=[CH:9][CH:10]=[C:5]2[N:4]([CH2:13][CH2:14][N:15]2[CH2:20][CH2:19][CH2:18][CH2:17][CH2:16]2)[CH:3]=1, predict the reactants needed to synthesize it. The reactants are: [I:1][C:2]1[C:6]2=[N:7][CH:8]=[CH:9][CH:10]=[C:5]2[NH:4][CH:3]=1.Cl.Cl[CH2:13][CH2:14][N:15]1[CH2:20][CH2:19][CH2:18][CH2:17][CH2:16]1. (2) Given the product [Br:1][C:2]1[CH:3]=[C:4]([C:15]([NH:74][CH2:75][C:76]2[C:77](=[O:84])[NH:78][C:79]([CH3:83])=[CH:80][C:81]=2[CH3:82])=[O:17])[C:5]2[C:6]([CH3:14])=[N:7][N:8]([CH:11]([CH3:12])[CH3:13])[C:9]=2[CH:10]=1, predict the reactants needed to synthesize it. The reactants are: [Br:1][C:2]1[CH:3]=[C:4]([C:15]([OH:17])=O)[C:5]2[C:6]([CH3:14])=[N:7][N:8]([CH:11]([CH3:13])[CH3:12])[C:9]=2[CH:10]=1.C(N1C2C=C(C3C=C4C=CNC4=NC=3)C=C(C(OC)=O)C=2C=N1)(C)C.CCN=C=NCCCN(C)C.Cl.C1C=CC2N(O)N=NC=2C=1.C(N(C(C)C)CC)(C)C.[NH2:74][CH2:75][C:76]1[C:77](=[O:84])[NH:78][C:79]([CH3:83])=[CH:80][C:81]=1[CH3:82]. (3) Given the product [F:53][C:50]1[CH:49]=[CH:48][C:47]([CH2:46][N:43]2[C:44](=[O:45])[C:16]3[C:15]([OH:14])=[C:24]4[C:19]([CH:20]=[CH:21][CH:22]=[N:23]4)=[C:18]([O:25][S:26]([CH2:29][CH2:30][N:31]4[C:39](=[O:40])[C:38]5[C:33](=[CH:34][CH:35]=[CH:36][CH:37]=5)[C:32]4=[O:41])(=[O:28])=[O:27])[C:17]=3[CH2:42]2)=[CH:52][CH:51]=1.[C:56]([OH:58])([C:55]([F:60])([F:59])[F:54])=[O:57], predict the reactants needed to synthesize it. The reactants are: C([O:14][C:15]1[C:16]2[C:44](=[O:45])[N:43]([CH2:46][C:47]3[CH:52]=[CH:51][C:50]([F:53])=[CH:49][CH:48]=3)[CH2:42][C:17]=2[C:18]([O:25][S:26]([CH2:29][CH2:30][N:31]2[C:39](=[O:40])[C:38]3[C:33](=[CH:34][CH:35]=[CH:36][CH:37]=3)[C:32]2=[O:41])(=[O:28])=[O:27])=[C:19]2[C:24]=1[N:23]=[CH:22][CH:21]=[CH:20]2)(C1C=CC=CC=1)C1C=CC=CC=1.[F:54][C:55]([F:60])([F:59])[C:56]([OH:58])=[O:57].C([SiH](CC)CC)C.